From a dataset of Full USPTO retrosynthesis dataset with 1.9M reactions from patents (1976-2016). Predict the reactants needed to synthesize the given product. (1) Given the product [CH3:29][C:2]1([CH3:1])[O:7][CH2:6][CH2:5][N:4]([C:8]([N:10]2[CH2:15][CH:14]([C:16]3[CH:17]=[CH:18][C:19]([C:22]([F:25])([F:23])[F:24])=[CH:20][CH:21]=3)[CH2:13][CH:12]([C:26]3[O:27][N:37]=[C:32]([CH2:33][CH2:34][O:35][CH3:36])[N:31]=3)[CH2:11]2)=[O:9])[CH2:3]1, predict the reactants needed to synthesize it. The reactants are: [CH3:1][C:2]1([CH3:29])[O:7][CH2:6][CH2:5][N:4]([C:8]([N:10]2[CH2:15][CH:14]([C:16]3[CH:21]=[CH:20][C:19]([C:22]([F:25])([F:24])[F:23])=[CH:18][CH:17]=3)[CH2:13][CH:12]([C:26](O)=[O:27])[CH2:11]2)=[O:9])[CH2:3]1.O[N:31]=[C:32]([NH2:37])[CH2:33][CH2:34][O:35][CH3:36]. (2) Given the product [CH3:1][C:2]1[N:7]=[C:6]([CH2:8][C:9]([O:11][CH3:12])=[O:10])[CH:5]=[C:4]([C:19]([F:22])([F:20])[F:21])[CH:3]=1, predict the reactants needed to synthesize it. The reactants are: [CH3:1][C:2]1[N:7]=[C:6]([CH:8](C(OCC)=O)[C:9]([O:11][CH2:12]C)=[O:10])[CH:5]=[C:4]([C:19]([F:22])([F:21])[F:20])[CH:3]=1.C[O-].[Na+].